Dataset: Peptide-MHC class II binding affinity with 134,281 pairs from IEDB. Task: Regression. Given a peptide amino acid sequence and an MHC pseudo amino acid sequence, predict their binding affinity value. This is MHC class II binding data. The peptide sequence is SQAWQPGVAMPNLYK. The MHC is DRB1_1101 with pseudo-sequence DRB1_1101. The binding affinity (normalized) is 0.145.